From a dataset of Reaction yield outcomes from USPTO patents with 853,638 reactions. Predict the reaction yield, written as a fraction of the theoretical maximum amount of product (1.0 means a 100% yield; for example, 0.34 means a 34% yield). (1) The yield is 1.00. The reactants are [Cl:1][C:2]1[N:3]=[C:4](Cl)[C:5]2[S:10][CH:9]=[CH:8][C:6]=2[N:7]=1.[NH:12]1[CH2:17][CH2:16][O:15][CH2:14][CH2:13]1. The catalyst is CO. The product is [Cl:1][C:2]1[N:3]=[C:4]([N:12]2[CH2:17][CH2:16][O:15][CH2:14][CH2:13]2)[C:5]2[S:10][CH:9]=[CH:8][C:6]=2[N:7]=1. (2) The reactants are [C:1]([O:5][C:6](=[O:21])[CH2:7][O:8][C:9]1[C:14]2[CH2:15][CH2:16][CH2:17][CH2:18][CH:19]([NH2:20])[C:13]=2[CH:12]=[CH:11][CH:10]=1)([CH3:4])([CH3:3])[CH3:2].[Cl:22][C:23]1[CH:24]=[C:25]([S:30](Cl)(=[O:32])=[O:31])[CH:26]=[C:27]([Cl:29])[CH:28]=1.C(N(C(C)C)CC)(C)C. The catalyst is C(Cl)Cl. The product is [C:1]([O:5][C:6](=[O:21])[CH2:7][O:8][C:9]1[C:14]2[CH2:15][CH2:16][CH2:17][CH2:18][CH:19]([NH:20][S:30]([C:25]3[CH:24]=[C:23]([Cl:22])[CH:28]=[C:27]([Cl:29])[CH:26]=3)(=[O:32])=[O:31])[C:13]=2[CH:12]=[CH:11][CH:10]=1)([CH3:4])([CH3:2])[CH3:3]. The yield is 0.420. (3) The product is [F:1][C:2]1[CH:3]=[C:4]([NH:5][C:44]([C:41]2([CH3:47])[CH2:42][CH2:43][N:39]([C:36]3[CH:37]=[CH:38][C:33]([F:32])=[CH:34][CH:35]=3)[C:40]2=[O:48])=[O:45])[CH:6]=[CH:7][C:8]=1[O:9][C:10]1[C:19]2[C:14](=[CH:15][C:16]([O:22][CH2:23][CH2:24][CH2:25][N:26]3[CH2:31][CH2:30][O:29][CH2:28][CH2:27]3)=[C:17]([O:20][CH3:21])[CH:18]=2)[N:13]=[CH:12][CH:11]=1. No catalyst specified. The yield is 0.620. The reactants are [F:1][C:2]1[CH:3]=[C:4]([CH:6]=[CH:7][C:8]=1[O:9][C:10]1[C:19]2[C:14](=[CH:15][C:16]([O:22][CH2:23][CH2:24][CH2:25][N:26]3[CH2:31][CH2:30][O:29][CH2:28][CH2:27]3)=[C:17]([O:20][CH3:21])[CH:18]=2)[N:13]=[CH:12][CH:11]=1)[NH2:5].[F:32][C:33]1[CH:38]=[CH:37][C:36]([N:39]2[CH2:43][CH2:42][C:41]([CH3:47])([C:44](O)=[O:45])[C:40]2=[O:48])=[CH:35][CH:34]=1. (4) The reactants are [NH2:1][C:2]1[CH:10]=[CH:9][C:8]([Cl:11])=[CH:7][C:3]=1[C:4]([OH:6])=[O:5].Cl[C:13](Cl)([O:15]C(=O)OC(Cl)(Cl)Cl)Cl. The catalyst is ClCCCl. The product is [Cl:11][C:8]1[CH:9]=[CH:10][C:2]2[NH:1][C:13](=[O:15])[O:5][C:4](=[O:6])[C:3]=2[CH:7]=1. The yield is 0.970.